This data is from Experimentally validated miRNA-target interactions with 360,000+ pairs, plus equal number of negative samples. The task is: Binary Classification. Given a miRNA mature sequence and a target amino acid sequence, predict their likelihood of interaction. (1) The miRNA is hsa-miR-6750-5p with sequence CAGGGAACAGCUGGGUGAGCUGCU. The protein sequence of the target gene is METYESPSPLPREPAGEAMMENRACPFQVLPHEQSPPPPLQTSSDAEVMDVGSGGDGQSEPPADDPFNFYGASLLSKGSFSKGRLLIDPNCSGHSPRTARHAPAVRKFSPDLKLLKDVKISVSFTESCRSKDRKVLYTGVERSTRPECGQLLSPVSGDVHACPFGGSVGNGVGLGGESADKKDEENELDQEKRVEYAVLDELEDFTDNLELDEEGTGGFTAKAIVQRDRVDEEALNFSYEDDFDNDVDALLEEGLCAPKKRRMEEKYGGDSDHPSDGETSVQPMMTKIKTVLKSRGRPPT.... Result: 0 (no interaction). (2) The miRNA is hsa-miR-591 with sequence AGACCAUGGGUUCUCAUUGU. The protein sequence of the target gene is MLCDEEAQKRKAKESGMALPQGRLTFMDVAIEFSQEEWKSLDPGQRALYRDVMLENYRNLVFLGICLPDLSIISMLKQRREPLILQSQVKIVKNTDGRECVRSVNTGRSCVLGSNAENKPIKNQLGLTLEAHLSELQLFQAGRKIYRSNQVEKFTNHRSSVSPLQKISSSFTTHIFNKYRNDLIDFPLLPQEEKAYIRGKSYEYECSEDGEVFRVRASLTNHQVIHTAEKPYKCTECGKVFSRNSHLVEHWRIHTGQKPYKCSECDKVFNRNSNLARHQRIHTGEKPHKCNECGKAFREC.... Result: 0 (no interaction). (3) The miRNA is hsa-miR-6793-3p with sequence UCCCCAACCCCUGCCCGCAG. The protein sequence of the target gene is MDEEEVEVVESPSEVLQPEVTVVVTGEPPEAAEEDLDYEEEEETSPEVIETLSLLDVLRVSAVMEDVIDQLSILGYIIPVQYERRQSLTQKASHEGASMITTTPKKSTSLLTKEKSMMAENKQRGQDFTFKKPTKQTMMTLETLKKIQNDRQYFSDVIANAMMEMQDSGSFTSLLKALGKERDSKMNFHDVITREEKGRKQIKTLQKQLLDVKRERQMQVQNGNEYIAHLRDQLQEMKAKTNLENLYMKRNAELQISQTQKKCNRAEELLLEEIEKLRMKTEEENRVHTEIEMFLKKQQQ.... Result: 0 (no interaction). (4) The miRNA is mmu-miR-5114 with sequence ACUGGAGACGGAAGCUGCAAGA. Result: 0 (no interaction). The protein sequence of the target gene is MGLLTILKKMKQKERDVRLLMLGLDNAGKTTILKKFNGEDVDTISPTLGFNIKTLEHRGFKLNIWDVGGQKSLRSYWRNYFESTDGLIWVVDSADRQRMQDCQRELQSLLVEERLAGATLLIFANKQDLPGALSCNAIQEALELDSIRSHHWRIQGCSAVTGEDLLPGIDWLLDDISSRVFTAD. (5) The miRNA is hsa-miR-3136-3p with sequence UGGCCCAACCUAUUCAGUUAGU. The protein sequence of the target gene is MATQSDMEKEQKHQQDEGQGGLNNETALASGDACGTGNQDPAASVTTVSSQASPSGGAALSSSTAGSSAAAATSAAIFITDEASGLPIIAAVLTERHSDRQDCRSPHEVFGCVVPEGGSQAAVGPQKATGHADEHLAQTKSPGNSRRRKQPCRNQAAPAQKPPGRRLFPEPLPPSSPGFRPSSYPCSGASTSSQATQPGPALLSHASEARPATRSRITLVASALRRRASGPGPVIRGCTAQPGPAFPHRATHLDPARLSPESAPGPARRGRASVPGPARRGCDSAPGPARRGRDSAPVSA.... Result: 1 (interaction). (6) The miRNA is hsa-miR-4645-3p with sequence AGACAGUAGUUCUUGCCUGGUU. The protein sequence of the target gene is MNPTETKAIPVSQQMEGPHLPNKKKHKKQAVKTEPEKKSQSTKLSVVHEKKSQEGKPKEHTEPKSLPKQASDTGSNDAHNKKAVSRSAEQQPSEKSTEPKTKPQDMISAGGESVAGITAISGKPGDKKKEKKSLTPAVPVESKPDKPSGKSGMDAALDDLIDTLGGPEETEEENTTYTGPEVSDPMSSTYIEELGKREVTIPPKYRELLAKKEGITGPPADSSKPIGPDDAIDALSSDFTCGSPTAAGKKTEKEESTEVLKAQSAGTVRSAAPPQEKKRKVEKDTMSDQALEALSASLGT.... Result: 0 (no interaction). (7) The miRNA is hsa-miR-152-3p with sequence UCAGUGCAUGACAGAACUUGG. The protein sequence of the target gene is MEVAANCSLRVKRPLLDPRFEGYKLSLEPLPCYQLELDAAVAEVKLRDDQYTLEHMHAFGMYNYLHCDSWYQDSVYYIDTLGRIMNLTVMLDTALGKPREVFRLPTDLTACDNRLCASIHFSSSTWVTLSDGTGRLYVIGTGERGNSASEKWEIMFNEELGDPFIIIHSISLLNAEEHSIATLLLRIEKEELDMKGSGFYVSLEWVTISKKNQDNKKYEIIKRDILRGKSVPHYAAIEPDGNGLMIVSYKSLTFVQAGQDLEENMDEDISEKIKEPLYYWQQTEDDLTVTIRLPEDSTKE.... Result: 0 (no interaction). (8) The miRNA is hsa-miR-26b-5p with sequence UUCAAGUAAUUCAGGAUAGGU. The protein sequence of the target gene is MGDKKDDKDSPKKNKGKERRDLDDLKKEVAMTEHKMSVEEVCRKYNTDCVQGLTHSKAQEILARDGPNALTPPPTTPEWVKFCRQLFGGFSILLWIGAILCFLAYGIQAGTEDDPSGDNLYLGIVLAAVVIITGCFSYYQEAKSSKIMESFKNMVPQQALVIREGEKMQVNAEEVVVGDLVEIKGGDRVPADLRIISAHGCKVDNSSLTGESEPQTRSPDCTHDNPLETRNITFFSTNCVEGTARGVVVATGDRTVMGRIATLASGLEVGKTPIAIEIEHFIQLITGVAVFLGVSFFILS.... Result: 1 (interaction).